From a dataset of Reaction yield outcomes from USPTO patents with 853,638 reactions. Predict the reaction yield, written as a fraction of the theoretical maximum amount of product (1.0 means a 100% yield; for example, 0.34 means a 34% yield). (1) The reactants are [Cl:1][C:2]1[C:7]([CH3:8])=[C:6]([S:9](=[O:17])(=[O:16])[NH:10][C:11]([CH2:14][CH3:15])([CH3:13])[CH3:12])[CH:5]=[CH:4][C:3]=1[C:18]1[S:22][C:21]([C:23](O)=[O:24])=[N:20][C:19]=1[C:26]([N:28]1[CH2:33][CH2:32][CH:31]([CH3:34])[CH2:30][CH2:29]1)=[O:27].CN(C(ON1N=[N:50][C:45]2[CH:46]=[CH:47]C=N[C:44]1=2)=[N+](C)C)C.F[P-](F)(F)(F)(F)F.CCN(C(C)C)C(C)C. The catalyst is C(Cl)Cl. The product is [Cl:1][C:2]1[C:7]([CH3:8])=[C:6]([S:9](=[O:16])(=[O:17])[NH:10][C:11]([CH2:14][CH3:15])([CH3:13])[CH3:12])[CH:5]=[CH:4][C:3]=1[C:18]1[S:22][C:21]([C:23]([NH:50][CH:45]2[CH2:44][CH2:6][S:9](=[O:17])(=[O:16])[CH2:47][CH2:46]2)=[O:24])=[N:20][C:19]=1[C:26]([N:28]1[CH2:29][CH2:30][CH:31]([CH3:34])[CH2:32][CH2:33]1)=[O:27]. The yield is 0.270. (2) The reactants are [F:1][C:2]([F:38])([F:37])[C:3]1[CH:4]=[C:5]([CH:30]=[C:31]([C:33]([F:36])([F:35])[F:34])[CH:32]=1)[CH2:6][N:7]([CH3:29])[C:8](=[O:28])[C:9]1[C:14]([C:15]2[CH:20]=[CH:19][CH:18]=[CH:17][C:16]=2[CH3:21])=[CH:13][C:12]([N:22]2[CH2:27][CH2:26][S:25][CH2:24][CH2:23]2)=[N:11][CH:10]=1.[OH:39]OS([O-])=O.[K+]. The catalyst is CO. The product is [F:38][C:2]([F:37])([F:1])[C:3]1[CH:4]=[C:5]([CH:30]=[C:31]([C:33]([F:35])([F:36])[F:34])[CH:32]=1)[CH2:6][N:7]([CH3:29])[C:8](=[O:28])[C:9]1[C:14]([C:15]2[CH:20]=[CH:19][CH:18]=[CH:17][C:16]=2[CH3:21])=[CH:13][C:12]([N:22]2[CH2:27][CH2:26][S:25](=[O:39])[CH2:24][CH2:23]2)=[N:11][CH:10]=1. The yield is 0.799.